From a dataset of Catalyst prediction with 721,799 reactions and 888 catalyst types from USPTO. Predict which catalyst facilitates the given reaction. (1) Reactant: [C:9](O[C:9]([O:11][C:12]([CH3:15])([CH3:14])[CH3:13])=[O:10])([O:11][C:12]([CH3:15])([CH3:14])[CH3:13])=[O:10].C(O)(C)(C)C.[C:21]([C:23]1[CH:31]=[CH:30][C:26](C(O)=O)=[C:25]([F:32])[CH:24]=1)#[N:22]. Product: [C:21]([C:23]1[CH:31]=[CH:30][C:26]([C:9]([O:11][C:12]([CH3:13])([CH3:14])[CH3:15])=[O:10])=[C:25]([F:32])[CH:24]=1)#[N:22]. The catalyst class is: 7. (2) Reactant: [NH:1]1[C:9]2[C:4](=[CH:5][CH:6]=[CH:7][CH:8]=2)[C:3]([CH:10]=O)=[CH:2]1.[N:12]1[CH:17]=[CH:16][CH:15]=[C:14]([NH2:18])[CH:13]=1. Product: [NH:1]1[C:9]2[C:4](=[CH:5][CH:6]=[CH:7][CH:8]=2)[C:3](/[CH:10]=[N:18]\[C:14]2[CH:13]=[N:12][CH:17]=[CH:16][CH:15]=2)=[CH:2]1. The catalyst class is: 4. (3) Reactant: C(NC(C)C)(C)C.C([Li])CCC.[CH2:13]=[C:14]1[CH2:18][CH2:17][CH:16]([C:19]([O:21][CH3:22])=[O:20])[CH2:15]1.[Br:23][CH2:24][CH2:25][CH2:26]Br. Product: [CH2:13]=[C:14]1[CH2:18][CH2:17][C:16]([CH2:26][CH2:25][CH2:24][Br:23])([C:19]([O:21][CH3:22])=[O:20])[CH2:15]1. The catalyst class is: 1.